From a dataset of Peptide-MHC class I binding affinity with 185,985 pairs from IEDB/IMGT. Regression. Given a peptide amino acid sequence and an MHC pseudo amino acid sequence, predict their binding affinity value. This is MHC class I binding data. (1) The peptide sequence is TAFQHQNSKK. The MHC is HLA-A33:01 with pseudo-sequence HLA-A33:01. The binding affinity (normalized) is 0. (2) The binding affinity (normalized) is 0.762. The peptide sequence is LTSLVITYCL. The MHC is HLA-A02:02 with pseudo-sequence YFAMYGEKVAHTHVDTLYLRYHYYTWAVWAYTWY.